This data is from Reaction yield outcomes from USPTO patents with 853,638 reactions. The task is: Predict the reaction yield, written as a fraction of the theoretical maximum amount of product (1.0 means a 100% yield; for example, 0.34 means a 34% yield). (1) The reactants are C(NC(C)C)(C)C.C([Li])CCC.[Cl:13][C:14]1[N:19]=[C:18]([Cl:20])[CH:17]=[C:16]([Cl:21])[N:15]=1.[C:22](=[O:24])=[O:23].Cl. The catalyst is C1COCC1. The product is [Cl:13][C:14]1[N:19]=[C:18]([Cl:20])[C:17]([C:22]([OH:24])=[O:23])=[C:16]([Cl:21])[N:15]=1. The yield is 0.490. (2) The reactants are C([O:5][C:6](=[O:25])[CH:7]=[CH:8][C:9]1[CH:14]=[CH:13][C:12]([CH:15]=[CH:16][C:17](=[O:24])[C:18]2[CH:19]=[N:20][CH:21]=[CH:22][CH:23]=2)=[CH:11][CH:10]=1)(C)(C)C. The catalyst is C(Cl)Cl.C(O)(C(F)(F)F)=O. The product is [O:24]=[C:17]([C:18]1[CH:19]=[N:20][CH:21]=[CH:22][CH:23]=1)[CH:16]=[CH:15][C:12]1[CH:11]=[CH:10][C:9]([CH:8]=[CH:7][C:6]([OH:25])=[O:5])=[CH:14][CH:13]=1. The yield is 0.750. (3) The reactants are C1C(=O)[N:5](Br)[C:3](=O)[CH2:2]1.[C:19](OO[C:19](=O)[C:20]1[CH:25]=[CH:24][CH:23]=[CH:22][CH:21]=1)(=O)[C:20]1[CH:25]=[CH:24][CH:23]=[CH:22][CH:21]=1.[OH2:27]. The catalyst is C(Cl)(Cl)(Cl)Cl. The product is [CH:2]([C:3]1[NH:5][C:21]2[C:20]([CH:19]=1)=[CH:25][CH:24]=[CH:23][CH:22]=2)=[O:27]. The yield is 0.750. (4) The reactants are [C:1](Cl)(Cl)=[O:2].[CH:5]1([C@@H:11]([NH:15][CH2:16][C:17]([O:19][CH2:20][CH3:21])=[O:18])[C:12]([OH:14])=[O:13])[CH2:10][CH2:9][CH2:8][CH2:7][CH2:6]1. The catalyst is O1CCCC1. The product is [CH:5]1([C@@H:11]2[C:12](=[O:14])[O:13][C:1](=[O:2])[N:15]2[CH2:16][C:17]([O:19][CH2:20][CH3:21])=[O:18])[CH2:6][CH2:7][CH2:8][CH2:9][CH2:10]1. The yield is 0.950. (5) The reactants are [F:1][C:2]1[C:10]([F:11])=[C:9]([F:12])[C:8]([F:13])=[C:7]2[C:3]=1[C:4](=[O:15])O[C:6]2=[O:14].[F:16][C:17]1[C:30]([F:31])=[C:29]([F:32])[C:28]([F:33])=[C:27]2[C:18]=1[C:19]([OH:37])=[C:20]1[C:25](=[C:26]2[OH:34])[C:24](=[O:35])[CH2:23][CH2:22][C:21]1=[O:36].[Cl-].[Al+3].[Cl-].[Cl-].[Cl-].[Na+].Cl. No catalyst specified. The product is [F:13][C:8]1[C:7]2[C:3](=[C:4]([OH:15])[C:22]3[C:21](=[O:36])[C:20]4[C:25]([C:24](=[O:35])[C:23]=3[C:6]=2[OH:14])=[C:26]([OH:34])[C:27]2[C:18](=[C:17]([F:16])[C:30]([F:31])=[C:29]([F:32])[C:28]=2[F:33])[C:19]=4[OH:37])[C:2]([F:1])=[C:10]([F:11])[C:9]=1[F:12]. The yield is 0.850. (6) The reactants are [CH:1]([N:4]1[CH2:9][CH2:8][NH:7][C:6](=[O:10])[CH2:5]1)([CH3:3])[CH3:2].[H-].[Na+].[C:13]([O:17][C:18](=[O:39])[N:19]([CH2:21][C:22]1[CH:27]=[C:26]([CH2:28]Cl)[CH:25]=[CH:24][C:23]=1[O:30][C:31]1[CH:36]=[CH:35][C:34]([Cl:37])=[C:33]([Cl:38])[CH:32]=1)[CH3:20])([CH3:16])([CH3:15])[CH3:14]. The catalyst is CN(C=O)C. The product is [C:13]([O:17][C:18](=[O:39])[N:19]([CH2:21][C:22]1[CH:27]=[C:26]([CH2:28][N:7]2[CH2:8][CH2:9][N:4]([CH:1]([CH3:3])[CH3:2])[CH2:5][C:6]2=[O:10])[CH:25]=[CH:24][C:23]=1[O:30][C:31]1[CH:36]=[CH:35][C:34]([Cl:37])=[C:33]([Cl:38])[CH:32]=1)[CH3:20])([CH3:16])([CH3:14])[CH3:15]. The yield is 0.790. (7) The reactants are [NH2:1][C:2]1[CH:10]=[CH:9][C:5]2[N:6]=[CH:7][S:8][C:4]=2[CH:3]=1.[N:11]([O-])=O.[Na+].O.O.Cl[Sn]Cl.[CH3:20][CH:21]([CH3:27])[C:22](=O)[CH2:23][C:24]#[N:25]. The catalyst is O.Cl.CCO. The product is [S:8]1[C:4]2[CH:3]=[C:2]([N:1]3[C:24]([NH2:25])=[CH:23][C:22]([CH:21]([CH3:27])[CH3:20])=[N:11]3)[CH:10]=[CH:9][C:5]=2[N:6]=[CH:7]1. The yield is 0.930. (8) The reactants are [NH2:1][N:2]1[CH:6]=[CH:5][C:4]([Br:7])=[C:3]1[C:8]([O:10][CH3:11])=[O:9].[CH2:12]([O:19][CH2:20][CH2:21][C@H:22]([NH:26][C:27]([O:29][C:30]([CH3:33])([CH3:32])[CH3:31])=[O:28])[C:23](O)=[O:24])[C:13]1[CH:18]=[CH:17][CH:16]=[CH:15][CH:14]=1. No catalyst specified. The product is [CH2:12]([O:19][CH2:20][CH2:21][C@H:22]([NH:26][C:27]([O:29][C:30]([CH3:33])([CH3:32])[CH3:31])=[O:28])[C:23]([NH:1][N:2]1[CH:6]=[CH:5][C:4]([Br:7])=[C:3]1[C:8]([O:10][CH3:11])=[O:9])=[O:24])[C:13]1[CH:14]=[CH:15][CH:16]=[CH:17][CH:18]=1. The yield is 0.930. (9) The reactants are Br[C:2]1[CH:10]=[CH:9][CH:8]=[C:7]2[C:3]=1[CH2:4][CH2:5][C@@H:6]2[O:11][Si:12]([C:15]([CH3:18])([CH3:17])[CH3:16])([CH3:14])[CH3:13].[CH3:19][C:20]1([CH3:36])[C:24]([CH3:26])([CH3:25])[O:23][B:22]([B:22]2[O:23][C:24]([CH3:26])([CH3:25])[C:20]([CH3:36])([CH3:19])[O:21]2)[O:21]1.C([O-])(=O)C.[K+].N#N.C(Cl)Cl. The catalyst is O1CCOCC1.C1C=CC(P(C2C=CC=CC=2)[C-]2C=CC=C2)=CC=1.C1C=CC(P(C2C=CC=CC=2)[C-]2C=CC=C2)=CC=1.Cl[Pd]Cl.[Fe+2]. The product is [C:15]([Si:12]([CH3:14])([CH3:13])[O:11][C@@H:6]1[C:7]2[C:3](=[C:2]([B:22]3[O:23][C:24]([CH3:26])([CH3:25])[C:20]([CH3:36])([CH3:19])[O:21]3)[CH:10]=[CH:9][CH:8]=2)[CH2:4][CH2:5]1)([CH3:18])([CH3:17])[CH3:16]. The yield is 0.450. (10) The reactants are [F:1][C:2]1[CH:18]=[C:17]([N+:19]([O-:21])=[O:20])[CH:16]=[CH:15][C:3]=1[O:4][C:5]1[CH:10]=[CH:9][N:8]=[CH:7][C:6]=1[C:11]#[C:12][CH2:13]O.CCN(C(C)C)C(C)C.CS(Cl)(=O)=O.[C:36]([O:40][C:41](=[O:48])[NH:42][CH2:43][CH:44]1[CH2:47][NH:46][CH2:45]1)([CH3:39])([CH3:38])[CH3:37]. The catalyst is C1COCC1.CN(C=O)C. The product is [F:1][C:2]1[CH:18]=[C:17]([N+:19]([O-:21])=[O:20])[CH:16]=[CH:15][C:3]=1[O:4][C:5]1[CH:10]=[CH:9][N:8]=[CH:7][C:6]=1[C:11]#[C:12][CH2:13][N:46]1[CH2:47][CH:44]([CH2:43][NH:42][C:41](=[O:48])[O:40][C:36]([CH3:38])([CH3:37])[CH3:39])[CH2:45]1. The yield is 0.480.